From a dataset of Forward reaction prediction with 1.9M reactions from USPTO patents (1976-2016). Predict the product of the given reaction. Given the reactants CS(O[CH2:6][CH:7]1[CH2:12][O:11][C:10]([CH3:14])([CH3:13])[O:9][CH2:8]1)(=O)=O.[CH2:15]([NH2:22])[C:16]1[CH:21]=[CH:20][CH:19]=[CH:18][CH:17]=1, predict the reaction product. The product is: [CH2:15]([NH:22][CH2:6][CH:7]1[CH2:12][O:11][C:10]([CH3:14])([CH3:13])[O:9][CH2:8]1)[C:16]1[CH:21]=[CH:20][CH:19]=[CH:18][CH:17]=1.